Dataset: Full USPTO retrosynthesis dataset with 1.9M reactions from patents (1976-2016). Task: Predict the reactants needed to synthesize the given product. (1) Given the product [C:31]([O:30][C:28](=[O:29])[N:23]([C:9]1[CH:8]=[C:7]([N:39]2[CH2:40][CH2:41][O:42][CH2:43][CH:38]2[CH3:37])[CH:12]=[C:11]([CH2:13][CH2:14][C:15]2[O:16][C:17]([CH2:21][CH3:22])=[C:18]([CH3:20])[N:19]=2)[N:10]=1)[CH2:24][CH2:25][O:26][CH3:27])([CH3:34])([CH3:33])[CH3:32], predict the reactants needed to synthesize it. The reactants are: FC(F)(F)S(O[C:7]1[CH:12]=[C:11]([CH2:13][CH2:14][C:15]2[O:16][C:17]([CH2:21][CH3:22])=[C:18]([CH3:20])[N:19]=2)[N:10]=[C:9]([N:23]([C:28]([O:30][C:31]([CH3:34])([CH3:33])[CH3:32])=[O:29])[CH2:24][CH2:25][O:26][CH3:27])[CH:8]=1)(=O)=O.[CH3:37][CH:38]1[CH2:43][O:42][CH2:41][CH2:40][NH:39]1.C(P(C(C)(C)C)C1C=CC=CC=1C1C=CC=CC=1)(C)(C)C.P([O-])([O-])([O-])=O.[K+].[K+].[K+].C(=O)([O-])O.[Na+]. (2) Given the product [CH:15]([N:4]1[C:3](=[O:18])[C:2]([NH:19][CH:20]2[CH2:25][CH2:24][N:23]([CH2:26][CH2:27][C:28]#[N:29])[CH2:22][CH2:21]2)=[C:6]([C:7]2[CH:12]=[CH:11][CH:10]=[CH:9][CH:8]=2)[S:5]1(=[O:14])=[O:13])([CH3:17])[CH3:16], predict the reactants needed to synthesize it. The reactants are: Cl[C:2]1[C:3](=[O:18])[N:4]([CH:15]([CH3:17])[CH3:16])[S:5](=[O:14])(=[O:13])[C:6]=1[C:7]1[CH:12]=[CH:11][CH:10]=[CH:9][CH:8]=1.[NH2:19][CH:20]1[CH2:25][CH2:24][N:23]([CH2:26][CH2:27][C:28]#[N:29])[CH2:22][CH2:21]1.O. (3) The reactants are: [CH:1]1[C:10]2[C:5](=[CH:6][CH:7]=[CH:8][CH:9]=2)[CH:4]=[CH:3][C:2]=1[CH2:11][O:12][CH2:13][C:14]1[O:18][N:17]=[C:16]([C:19]([OH:21])=O)[CH:15]=1.[O:22]1[CH2:27][CH2:26][O:25][CH2:24][CH:23]1[CH2:28][NH2:29].ON1C2C=CC=CC=2N=N1.Cl.C(N=C=NCCCN(C)C)C. Given the product [O:22]1[CH2:27][CH2:26][O:25][CH2:24][CH:23]1[CH2:28][NH:29][C:19]([C:16]1[CH:15]=[C:14]([CH2:13][O:12][CH2:11][C:2]2[CH:3]=[CH:4][C:5]3[C:10](=[CH:9][CH:8]=[CH:7][CH:6]=3)[CH:1]=2)[O:18][N:17]=1)=[O:21], predict the reactants needed to synthesize it. (4) Given the product [C:1]([C:3]1[CH:11]=[CH:10][C:6]([C:7]([NH:22][C:21]2[C:20]([CH3:19])=[CH:26][C:25]([C:27]([F:36])([C:32]([F:33])([F:34])[F:35])[C:28]([F:30])([F:29])[C:32]([F:35])([F:34])[F:33])=[CH:24][C:23]=2[CH2:37][CH3:38])=[O:9])=[CH:5][C:4]=1[CH3:12])#[N:2], predict the reactants needed to synthesize it. The reactants are: [C:1]([C:3]1[CH:11]=[CH:10][C:6]([C:7]([OH:9])=O)=[CH:5][C:4]=1[CH3:12])#[N:2].C(Cl)(=O)C(Cl)=O.[CH3:19][C:20]1[CH:26]=[C:25]([C:27]([F:36])([C:32]([F:35])([F:34])[F:33])[C:28](F)([F:30])[F:29])[CH:24]=[C:23]([CH2:37][CH3:38])[C:21]=1[NH2:22].N1C=CC=CC=1.C(=O)([O-])O.[Na+]. (5) Given the product [O:6]1[CH2:7][CH2:8][CH2:9][O:10][C:4]2[CH:3]=[C:2]([CH:29]([C:28]3[CH:31]=[C:32]([O:34][CH3:35])[CH:33]=[C:26]([O:25][CH3:24])[CH:27]=3)[OH:30])[CH:12]=[CH:11][C:5]1=2, predict the reactants needed to synthesize it. The reactants are: Br[C:2]1[CH:12]=[CH:11][C:5]2[O:6][CH2:7][CH2:8][CH2:9][O:10][C:4]=2[CH:3]=1.C([Li])CCC.CCCCCC.[CH3:24][O:25][C:26]1[CH:27]=[C:28]([CH:31]=[C:32]([O:34][CH3:35])[CH:33]=1)[CH:29]=[O:30]. (6) Given the product [CH3:17][S:14]([O:6][C@H:3]1[CH2:4][CH2:5][O:1][CH2:2]1)(=[O:16])=[O:15], predict the reactants needed to synthesize it. The reactants are: [O:1]1[CH2:5][CH2:4][CH:3]([OH:6])[CH2:2]1.C(N(CC)CC)C.[S:14](Cl)([CH3:17])(=[O:16])=[O:15]. (7) Given the product [C:43]([O:47][C:48]([N:41]1[CH2:33][CH2:34][CH2:35][C@H:36]1[C:37]([NH:39][NH:40][C:18]([C@H:13]1[CH2:12][CH2:11][C@@H:10]2[CH2:17][N:14]1[C:15](=[O:16])[N:9]2[O:8][CH2:1][C:2]1[CH:3]=[CH:4][CH:5]=[CH:6][CH:7]=1)=[O:20])=[O:71])=[O:49])([CH3:46])([CH3:45])[CH3:44], predict the reactants needed to synthesize it. The reactants are: [CH2:1]([O:8][N:9]1[C:15](=[O:16])[N:14]2[CH2:17][C@H:10]1[CH2:11][CH2:12][C@@H:13]2[C:18]([OH:20])=O)[C:2]1[CH:7]=[CH:6][CH:5]=[CH:4][CH:3]=1.CCN=C=NCCCN(C)C.Cl.[CH:33]1[CH:34]=[CH:35][C:36]2[N:41](O)[N:40]=[N:39][C:37]=2C=1.[C:43]([O:47][C:48](N(C([C@@H]1CCCN1)=O)N)=[O:49])([CH3:46])([CH3:45])[CH3:44].C(N(CC)C(C)C)(C)C.C(O)(=O)CC(CC(O)=O)(C(O)=O)[OH:71].